Task: Predict which catalyst facilitates the given reaction.. Dataset: Catalyst prediction with 721,799 reactions and 888 catalyst types from USPTO Reactant: [CH3:1][C:2]1[C:3]([N+:12]([O-])=O)=[C:4]2[C:8](=[CH:9][CH:10]=1)[C:7](=[O:11])[NH:6][CH2:5]2. Product: [NH2:12][C:3]1[C:2]([CH3:1])=[CH:10][CH:9]=[C:8]2[C:4]=1[CH2:5][NH:6][C:7]2=[O:11]. The catalyst class is: 13.